This data is from NCI-60 drug combinations with 297,098 pairs across 59 cell lines. The task is: Regression. Given two drug SMILES strings and cell line genomic features, predict the synergy score measuring deviation from expected non-interaction effect. Drug 1: CC1=C(C=C(C=C1)C(=O)NC2=CC(=CC(=C2)C(F)(F)F)N3C=C(N=C3)C)NC4=NC=CC(=N4)C5=CN=CC=C5. Drug 2: B(C(CC(C)C)NC(=O)C(CC1=CC=CC=C1)NC(=O)C2=NC=CN=C2)(O)O. Cell line: MDA-MB-231. Synergy scores: CSS=53.8, Synergy_ZIP=0.322, Synergy_Bliss=-0.375, Synergy_Loewe=-31.4, Synergy_HSA=-2.39.